This data is from Experimentally validated miRNA-target interactions with 360,000+ pairs, plus equal number of negative samples. The task is: Binary Classification. Given a miRNA mature sequence and a target amino acid sequence, predict their likelihood of interaction. (1) The miRNA is hsa-miR-6783-5p with sequence UAGGGGAAAAGUCCUGAUCCGG. The protein sequence of the target gene is MVNSCCGSVCSDQGCGLENCCRPSYCQTTCCRTTCCRPSCCVSSCCRPQCCQTTCCRTTCCHPSCCVSSCCRPQCCQSVCCQPTCCRPQCCQTTCCRTTCCRPSCCRPQCCQSVCCQPTCCCPSYCVSSCCRPQCCQTTCCRTTCCRPSCCVSRCYRPHCGQSLCC. Result: 0 (no interaction). (2) The miRNA is mmu-miR-712-5p with sequence CUCCUUCACCCGGGCGGUACC. The protein sequence of the target gene is MPGKLLWGDIMELEAPLEESESQKKERQKSDRRKSRHHYDSDEKSETRENGVTDDLDAPKAKKSKMKEKLNGDTEEGFNRLSDEFSKSHKSRRKDLPNGDIDEYEKKSKRVSSLDTSTHKSSDNKLEETLTREQKEGAFSNFPISEETIKLLKGRGVTYLFPIQVKTFGPVYEGKDLIAQARTGTGKTFSFAIPLIERLQRNQETIKKSRSPKVLVLAPTRELANQVAKDFKDITRKLSVACFYGGTSYQSQINHIRNGIDILVGTPGRIKDHLQSGRLDLSKLRHVVLDEVDQMLDLGF.... Result: 0 (no interaction).